Dataset: Reaction yield outcomes from USPTO patents with 853,638 reactions. Task: Predict the reaction yield, written as a fraction of the theoretical maximum amount of product (1.0 means a 100% yield; for example, 0.34 means a 34% yield). (1) The reactants are [F:1][C:2]1[C:3]([F:24])=[C:4]2[O:9][CH2:8][C:7]3([CH2:12][CH2:11][CH2:10]3)[N:6]3[CH:13]=[C:14]([C:19]([O:21][CH2:22][CH3:23])=[O:20])[C:15](=[O:18])[C:16]([CH:17]=1)=[C:5]23.[N+:25]([O-])([O-:27])=[O:26].[K+]. The catalyst is OS(O)(=O)=O. The product is [F:1][C:2]1[C:3]([F:24])=[C:4]2[O:9][CH2:8][C:7]3([CH2:10][CH2:11][CH2:12]3)[N:6]3[CH:13]=[C:14]([C:19]([O:21][CH2:22][CH3:23])=[O:20])[C:15](=[O:18])[C:16]([C:17]=1[N+:25]([O-:27])=[O:26])=[C:5]23. The yield is 0.910. (2) The reactants are [NH:1]([C:3](=[O:25])[C:4]([NH:6][C:7]1[CH:24]=[CH:23][C:10]([O:11][C@@H:12]2[CH2:17][CH2:16][C@H:15]([C:18]([O:20]CC)=[O:19])[CH2:14][CH2:13]2)=[CH:9][CH:8]=1)=[O:5])[NH2:2].[F:26][C:27]1[CH:28]=[C:29]([N:34]=[C:35]=S)[CH:30]=[CH:31][C:32]=1[F:33].CCN=C=NCCCN(C)C.[OH-].[Na+].Cl. The catalyst is CN(C=O)C.CO.C1COCC1.O. The product is [F:26][C:27]1[CH:28]=[C:29]([NH:34][C:35]2[O:25][C:3]([C:4]([NH:6][C:7]3[CH:8]=[CH:9][C:10]([O:11][C@@H:12]4[CH2:13][CH2:14][C@H:15]([C:18]([OH:20])=[O:19])[CH2:16][CH2:17]4)=[CH:23][CH:24]=3)=[O:5])=[N:1][N:2]=2)[CH:30]=[CH:31][C:32]=1[F:33]. The yield is 0.470. (3) The reactants are Cl.[Br:2][C:3]1[CH:4]=[C:5]([O:9]N)[CH:6]=[CH:7][CH:8]=1.[C:11]1(=O)[CH2:16][CH2:15][CH2:14][C:13](=[O:17])[CH2:12]1.[OH-].[Na+]. The catalyst is OS(O)(=O)=O.C(O)(=O)C.O. The product is [Br:2][C:3]1[CH:8]=[CH:7][C:6]2[C:12]3[C:13](=[O:17])[CH2:14][CH2:15][CH2:16][C:11]=3[O:9][C:5]=2[CH:4]=1. The yield is 0.640. (4) The reactants are [F:1][C:2]1[CH:7]=[CH:6][CH:5]=[CH:4][C:3]=1[C:8]1[N:9]=[N:10][N:11]([CH3:13])[CH:12]=1.[Li]CCCC.CN([CH:22]=[O:23])C.[Cl-].[NH4+]. The catalyst is C1COCC1. The product is [F:1][C:2]1[CH:7]=[CH:6][CH:5]=[CH:4][C:3]=1[C:8]1[N:9]=[N:10][N:11]([CH3:13])[C:12]=1[CH:22]=[O:23]. The yield is 0.870. (5) The reactants are [OH:1][C:2]1[CH:7]=[CH:6][C:5]([CH2:8][C:9]([O:11][CH3:12])=[O:10])=[CH:4][CH:3]=1.[CH2:13]([CH:15]1[O:17][CH2:16]1)Cl.N1C=CC=CC=1. No catalyst specified. The product is [O:17]1[CH2:16][CH:15]1[CH2:13][O:1][C:2]1[CH:3]=[CH:4][C:5]([CH2:8][C:9]([O:11][CH3:12])=[O:10])=[CH:6][CH:7]=1. The yield is 0.340. (6) The reactants are [CH:1]([C:3]1[CH:28]=[CH:27][C:6]([C:7]([NH:9][C:10]2[S:11][C:12]3[C:18]([C:19]4[CH:24]=[CH:23][CH:22]=[CH:21][CH:20]=4)=[CH:17][CH:16]=[C:15]([O:25][CH3:26])[C:13]=3[N:14]=2)=[O:8])=[CH:5][CH:4]=1)=[O:2].[BH4-].[Na+].O. The catalyst is C1COCC1.Cl. The product is [OH:2][CH2:1][C:3]1[CH:28]=[CH:27][C:6]([C:7]([NH:9][C:10]2[S:11][C:12]3[C:18]([C:19]4[CH:24]=[CH:23][CH:22]=[CH:21][CH:20]=4)=[CH:17][CH:16]=[C:15]([O:25][CH3:26])[C:13]=3[N:14]=2)=[O:8])=[CH:5][CH:4]=1. The yield is 0.770. (7) The reactants are [Cl:1][C:2]1[CH:3]=[C:4]2[C:8](=[CH:9][C:10]=1[Cl:11])[NH:7][CH:6]=[C:5]2[C:12](=[O:17])[C:13]([F:16])([F:15])[F:14].[H-].[Na+].[CH3:20][N:21]([CH2:23][C:24](Cl)=O)[CH3:22].CN(C=[O:31])C. No catalyst specified. The product is [Cl:1][C:2]1[CH:3]=[C:4]2[C:8](=[CH:9][C:10]=1[Cl:11])[N:7]([CH2:24][C:23]([N:21]([CH3:22])[CH3:20])=[O:31])[CH:6]=[C:5]2[C:12](=[O:17])[C:13]([F:14])([F:15])[F:16]. The yield is 0.780. (8) The reactants are [F:1][C:2]([F:15])([F:14])[C:3]1[CH:4]=[C:5]2[C:9](=[CH:10][CH:11]=1)[NH:8][C:7](=[O:12])[C:6]2=O.[OH-:16].[Na+].[C:18]([C:21]1[CH:26]=[CH:25][N:24]=[CH:23][CH:22]=1)(=O)[CH3:19]. The catalyst is C(O)C. The product is [N:24]1[CH:25]=[CH:26][C:21]([C:18]2[CH:19]=[C:6]([C:7]([OH:16])=[O:12])[C:5]3[C:9](=[CH:10][CH:11]=[C:3]([C:2]([F:15])([F:14])[F:1])[CH:4]=3)[N:8]=2)=[CH:22][CH:23]=1. The yield is 1.00.